Dataset: Full USPTO retrosynthesis dataset with 1.9M reactions from patents (1976-2016). Task: Predict the reactants needed to synthesize the given product. (1) Given the product [CH2:26]([O:25][CH:10]([O:9][CH2:7][CH3:8])[CH2:11][O:12][C:13]1[C:22]([CH3:23])=[CH:21][C:16]([CH2:17][OH:18])=[C:15]([CH3:24])[CH:14]=1)[CH3:27], predict the reactants needed to synthesize it. The reactants are: [H-].[Al+3].[Li+].[H-].[H-].[H-].[CH2:7]([O:9][CH:10]([O:25][CH2:26][CH3:27])[CH2:11][O:12][C:13]1[C:22]([CH3:23])=[CH:21][C:16]([C:17](OC)=[O:18])=[C:15]([CH3:24])[CH:14]=1)[CH3:8].C(O)C. (2) Given the product [CH3:14][O:13][C:11]([C:9]1[CH:8]=[CH:7][N:6]2[C:2]([C:21]3[CH:22]=[CH:23][C:18]([F:17])=[C:19]([C:27]4[CH:28]=[N:29][CH:30]=[CH:31][CH:32]=4)[CH:20]=3)=[CH:3][N:4]=[C:5]2[N:10]=1)([O:15][CH3:16])[CH3:12], predict the reactants needed to synthesize it. The reactants are: Br[C:2]1[N:6]2[CH:7]=[CH:8][C:9]([C:11]([O:15][CH3:16])([O:13][CH3:14])[CH3:12])=[N:10][C:5]2=[N:4][CH:3]=1.[F:17][C:18]1[CH:23]=[CH:22][C:21](B(O)O)=[CH:20][C:19]=1[C:27]1[CH:28]=[N:29][CH:30]=[CH:31][CH:32]=1. (3) Given the product [CH2:6]([O:5][C:3]([C:2]1[C:1](=[O:9])[N:19]([CH2:25][C:26]2[CH:31]=[CH:30][C:29]([O:32][CH3:33])=[CH:28][CH:27]=2)[C:18]2[C:17]([C:22]=1[OH:21])=[CH:16][C:15]([Cl:14])=[CH:35][N:34]=2)=[O:4])[CH3:7], predict the reactants needed to synthesize it. The reactants are: [C:1]([O:9]CC)(=O)[CH2:2][C:3]([O:5][CH2:6][CH3:7])=[O:4].[H-].[Na+].[Cl:14][C:15]1[CH:35]=[N:34][C:18]2[N:19]([CH2:25][C:26]3[CH:31]=[CH:30][C:29]([O:32][CH3:33])=[CH:28][CH:27]=3)C(=O)[O:21][C:22](=O)[C:17]=2[CH:16]=1.Cl. (4) The reactants are: [CH3:1][O:2][N:3]([CH3:27])[C:4]([C:6]1[C:7]([C:15]2[C:20]([O:21][CH3:22])=[CH:19][CH:18]=[CH:17][C:16]=2[O:23][CH2:24][O:25][CH3:26])=[CH:8][CH:9]=[C:10]([N+:12]([O-])=O)[CH:11]=1)=[O:5]. Given the product [CH3:1][O:2][N:3]([CH3:27])[C:4]([C:6]1[C:7]([C:15]2[C:20]([O:21][CH3:22])=[CH:19][CH:18]=[CH:17][C:16]=2[O:23][CH2:24][O:25][CH3:26])=[CH:8][CH:9]=[C:10]([NH2:12])[CH:11]=1)=[O:5], predict the reactants needed to synthesize it. (5) Given the product [C:2]([O:27][CH2:26][C:23]1[CH:24]=[CH:25][C:20]([N:19]([C:16]2[CH:15]=[CH:14][C:13]([CH:12]=[CH:6][CH:5]=[O:7])=[CH:18][CH:17]=2)[C:28]2[CH:33]=[CH:32][CH:31]=[CH:30][CH:29]=2)=[CH:21][CH:22]=1)(=[O:3])[CH3:1], predict the reactants needed to synthesize it. The reactants are: [CH3:1][CH2:2][O-:3].[Na+].[CH2:5]([OH:7])[CH3:6].C(O[CH2:12][C:13]1[CH:18]=[CH:17][C:16]([N:19]([C:28]2[CH:33]=[CH:32][CH:31]=[CH:30][CH:29]=2)[C:20]2[CH:25]=[CH:24][C:23]([CH:26]=[O:27])=[CH:22][CH:21]=2)=[CH:15][CH:14]=1)(=O)C.[Br-].C([P+](CCCC)(CCCC)CC1OCCO1)CCC.Cl. (6) Given the product [CH3:27][C:28]1[N:24]([C:2]2[CH:7]=[CH:6][C:5]([C:8]3[C:9](=[O:17])[NH:10][C:11]4([CH2:16][CH2:15][CH2:14][CH2:13]4)[N:12]=3)=[CH:4][CH:3]=2)[CH:18]=[C:19]([CH3:22])[N:35]=1, predict the reactants needed to synthesize it. The reactants are: Br[C:2]1[CH:7]=[CH:6][C:5]([C:8]2[C:9](=[O:17])[NH:10][C:11]3([CH2:16][CH2:15][CH2:14][CH2:13]3)[N:12]=2)=[CH:4][CH:3]=1.[CH3:18][C:19]([CH3:22])([O-])C.[K+].[NH:24]1[CH:28]=[CH:27]N=C1.CO.C(Cl)Cl.C[N:35](C=O)C. (7) Given the product [NH2:1][C:2]1[C:7]2=[C:8]([C:15]3[CH:20]=[CH:19][C:18]([NH:21][C:22]([NH:24][C:25]4[CH:30]=[C:29]([C:31]([F:34])([F:33])[F:32])[CH:28]=[CH:27][C:26]=4[F:35])=[O:23])=[C:17]([F:36])[CH:16]=3)[CH:9]=[C:10]([CH2:11][CH2:12][CH2:13][N:41]3[CH2:42][CH2:43][CH2:44][C@H:40]3[CH2:39][O:38][CH3:37])[N:6]2[N:5]=[CH:4][N:3]=1, predict the reactants needed to synthesize it. The reactants are: [NH2:1][C:2]1[C:7]2=[C:8]([C:15]3[CH:20]=[CH:19][C:18]([NH:21][C:22]([NH:24][C:25]4[CH:30]=[C:29]([C:31]([F:34])([F:33])[F:32])[CH:28]=[CH:27][C:26]=4[F:35])=[O:23])=[C:17]([F:36])[CH:16]=3)[CH:9]=[C:10]([CH2:11][CH2:12][CH2:13]Br)[N:6]2[N:5]=[CH:4][N:3]=1.[CH3:37][O:38][CH2:39][C@@H:40]1[CH2:44][CH2:43][CH2:42][NH:41]1.C(N(CC)CC)C. (8) Given the product [CH:1]1([CH2:6][C:7]([NH:10][C:11]2[S:15][C:14]([NH:16][C:17]3[CH:26]=[CH:25][C:24]4[C:19](=[CH:20][CH:21]=[CH:22][CH:23]=4)[CH:18]=3)=[N:13][C:12]=2[C:27]([NH2:29])=[O:28])=[O:8])[CH2:5][CH2:4][CH2:3][CH2:2]1, predict the reactants needed to synthesize it. The reactants are: [CH:1]1([CH2:6][C:7](Cl)=[O:8])[CH2:5][CH2:4][CH2:3][CH2:2]1.[NH2:10][C:11]1[S:15][C:14]([NH:16][C:17]2[CH:26]=[CH:25][C:24]3[C:19](=[CH:20][CH:21]=[CH:22][CH:23]=3)[CH:18]=2)=[N:13][C:12]=1[C:27]([NH2:29])=[O:28].N1C=CC=CC=1.